From a dataset of Reaction yield outcomes from USPTO patents with 853,638 reactions. Predict the reaction yield, written as a fraction of the theoretical maximum amount of product (1.0 means a 100% yield; for example, 0.34 means a 34% yield). (1) The reactants are Br[C:2]1[CH:3]=[CH:4][C:5]([CH2:8][C:9]2[CH:23]=[CH:22][C:12]3[CH2:13][CH2:14][N:15]([CH:18]4[CH2:21][CH2:20][CH2:19]4)[CH2:16][CH2:17][C:11]=3[CH:10]=2)=[N:6][CH:7]=1.[NH:24]1[CH2:28][CH2:27][CH2:26][C:25]1=[O:29].C(=O)([O-])[O-].[K+].[K+].CNCCNC.[I-]. The catalyst is O1CCOCC1.[Cu]. The product is [CH:18]1([N:15]2[CH2:14][CH2:13][C:12]3[CH:22]=[CH:23][C:9]([CH2:8][C:5]4[N:6]=[CH:7][C:2]([N:24]5[CH2:28][CH2:27][CH2:26][C:25]5=[O:29])=[CH:3][CH:4]=4)=[CH:10][C:11]=3[CH2:17][CH2:16]2)[CH2:21][CH2:20][CH2:19]1. The yield is 0.400. (2) The reactants are [Br:1][C:2]1[C:3]([CH3:9])=[C:4]([NH2:8])[CH:5]=[CH:6][CH:7]=1.Cl.[OH-:11].[Na+].[CH3:13]S(C)=O. No catalyst specified. The product is [NH2:8][C:4]1[CH:5]=[CH:6][C:7]([CH:13]=[O:11])=[C:2]([Br:1])[C:3]=1[CH3:9]. The yield is 0.310. (3) The yield is 0.730. The product is [S:7]([C:8]1[CH:9]=[CH:10][CH:11]=[CH:12][CH:13]=1)[C@H:6]1[O:14][C@@H:15]([CH3:26])[C@@H:16]([OH:22])[C@@H:17]([OH:18])[C@@H:5]1[OH:4]. The reactants are C([O:4][C@H:5]1[C@H:17]([O:18]C(=O)C)[C@H:16]([O:22]C(=O)C)[C@H:15]([CH3:26])[O:14][C@@H:6]1[S:7][C:8]1[CH:13]=[CH:12][CH:11]=[CH:10][CH:9]=1)(=O)C.C[O-].[Na+]. The catalyst is CO. (4) The reactants are [Cl:1][C:2]1[CH:11]=[C:10]([C:12]#[C:13][C:14]([CH3:17])([CH3:16])[CH3:15])[C:9]([F:18])=[CH:8][C:3]=1[C:4]([O:6]C)=[O:5].[OH-].[Na+]. The catalyst is CO. The product is [Cl:1][C:2]1[CH:11]=[C:10]([C:12]#[C:13][C:14]([CH3:16])([CH3:15])[CH3:17])[C:9]([F:18])=[CH:8][C:3]=1[C:4]([OH:6])=[O:5]. The yield is 0.520. (5) The reactants are C([NH:5][S:6]([C:9]1[CH:14]=[CH:13][CH:12]=[C:11]([C:15]2[N:16]=[CH:17][N:18]([C:20]3[N:25]=[C:24]([CH3:26])[CH:23]=[C:22]([C:27]4[CH:32]=[CH:31][C:30]([Cl:33])=[C:29]([Cl:34])[CH:28]=4)[N:21]=3)[CH:19]=2)[CH:10]=1)(=[O:8])=[O:7])(C)(C)C.C(O)(C(F)(F)F)=O. The catalyst is ClCCl. The product is [Cl:34][C:29]1[CH:28]=[C:27]([C:22]2[CH:23]=[C:24]([CH3:26])[N:25]=[C:20]([N:18]3[CH:19]=[C:15]([C:11]4[CH:10]=[C:9]([S:6]([NH2:5])(=[O:8])=[O:7])[CH:14]=[CH:13][CH:12]=4)[N:16]=[CH:17]3)[N:21]=2)[CH:32]=[CH:31][C:30]=1[Cl:33]. The yield is 0.460. (6) The reactants are [Cl-].O[NH3+:3].[C:4](=[O:7])([O-])[OH:5].[Na+].CS(C)=O.[OH:13][C:14]1([CH2:19][O:20][C@H:21]2[CH2:26][CH2:25][C@H:24]([N:27]3[C:32](=[O:33])[C:31]([CH2:34][C:35]4[CH:40]=[CH:39][C:38]([C:41]5[C:42]([C:47]#[N:48])=[CH:43][CH:44]=[CH:45][CH:46]=5)=[CH:37][CH:36]=4)=[C:30]([CH2:49][CH2:50][CH3:51])[N:29]4[N:52]=[CH:53][N:54]=[C:28]34)[CH2:23][CH2:22]2)[CH2:18][CH2:17][CH2:16][CH2:15]1. The catalyst is O.C(OCC)(=O)C. The product is [OH:13][C:14]1([CH2:19][O:20][C@H:21]2[CH2:26][CH2:25][C@H:24]([N:27]3[C:32](=[O:33])[C:31]([CH2:34][C:35]4[CH:36]=[CH:37][C:38]([C:41]5[CH:46]=[CH:45][CH:44]=[CH:43][C:42]=5[C:47]5[NH:3][C:4](=[O:7])[O:5][N:48]=5)=[CH:39][CH:40]=4)=[C:30]([CH2:49][CH2:50][CH3:51])[N:29]4[N:52]=[CH:53][N:54]=[C:28]34)[CH2:23][CH2:22]2)[CH2:15][CH2:16][CH2:17][CH2:18]1. The yield is 0.230. (7) The reactants are [Br:1][C:2]1[S:3][C:4]([C:8]([OH:10])=O)=[C:5]([Br:7])[N:6]=1.F[P-](F)(F)(F)(F)F.[N:18]1(OC(N(C)C)=[N+](C)C)[C:22]2C=[CH:24][CH:25]=[CH:26][C:21]=2N=N1.N1CCCCC1.C(Cl)Cl.C(N(CC)CC)C. No catalyst specified. The product is [Br:1][C:2]1[S:3][C:4]([C:8]([N:18]2[CH2:24][CH2:25][CH2:26][CH2:21][CH2:22]2)=[O:10])=[C:5]([Br:7])[N:6]=1. The yield is 0.300. (8) The reactants are [F:1][C:2]([F:13])([F:12])[O:3][C:4]1[CH:11]=[CH:10][C:7]([CH:8]=O)=[CH:6][CH:5]=1.[C:14](#[N:18])[CH2:15][C:16]#[N:17].[Cl-].[Na+]. The catalyst is C(O)C.[OH-].C([N+](C)(C)C)C1C=CC=CC=1. The product is [F:1][C:2]([F:13])([F:12])[O:3][C:4]1[CH:11]=[CH:10][C:7]([CH:8]=[C:15]([C:14]#[N:18])[C:16]#[N:17])=[CH:6][CH:5]=1. The yield is 0.740. (9) The reactants are Br[C:2]1[CH:3]=[C:4]([CH:15]=[CH:16][C:17]=1[CH2:18][C:19]1[C:27]2[C:22](=[CH:23][C:24]([C:28]#[N:29])=[CH:25][CH:26]=2)[N:21]([CH2:30][CH3:31])[CH:20]=1)[C:5]([NH:7][CH2:8][C:9]1[CH:14]=[CH:13][CH:12]=[CH:11][N:10]=1)=[O:6].N[CH2:33][C:34]1[CH:39]=[CH:38][CH:37]=[CH:36]N=1.CN1C[CH2:45][O:44]CC1.C[N:48]([P+](ON1N=NC2C=CC=CC1=2)(N(C)C)N(C)C)C.F[P-](F)(F)(F)(F)F.CN([CH:77]=[O:78])C. The catalyst is O. The product is [N:10]1[CH:11]=[CH:12][CH:13]=[CH:14][C:9]=1[CH2:8][NH:7][C:5]([C:4]1[CH:3]=[C:2]([C:33]2[CH:36]=[CH:37][C:38]([O:78][CH3:77])=[CH:39][C:34]=2[CH2:45][OH:44])[C:17]([CH2:18][C:19]2[C:27]3[C:22](=[CH:23][C:24]([C:28](=[NH:48])[NH2:29])=[CH:25][CH:26]=3)[N:21]([CH2:30][CH3:31])[CH:20]=2)=[CH:16][CH:15]=1)=[O:6]. The yield is 0.910. (10) The reactants are [CH2:1]([O:8][C:9]([N:11]1[C:15]2([CH2:20][CH2:19][O:18][CH2:17][CH2:16]2)[O:14][CH2:13][C@H:12]1[C:21]1[NH:22][CH:23]=[C:24]([C:26]2[CH:31]=[CH:30][C:29]([C:32]3[CH:37]=[CH:36][C:35]([C:38]4[N:39]=[C:40]([C@@H:43]5[CH2:47][CH2:46][CH2:45][N:44]5C(OC(C)(C)C)=O)[NH:41][CH:42]=4)=[CH:34][CH:33]=3)=[CH:28][CH:27]=2)[N:25]=1)=[O:10])[C:2]1[CH:7]=[CH:6][CH:5]=[CH:4][CH:3]=1.C(O)(C(F)(F)F)=O. The catalyst is C(Cl)Cl. The product is [CH2:1]([O:8][C:9]([N:11]1[C:15]2([CH2:20][CH2:19][O:18][CH2:17][CH2:16]2)[O:14][CH2:13][C@H:12]1[C:21]1[NH:22][CH:23]=[C:24]([C:26]2[CH:31]=[CH:30][C:29]([C:32]3[CH:37]=[CH:36][C:35]([C:38]4[N:39]=[C:40]([C@@H:43]5[CH2:47][CH2:46][CH2:45][NH:44]5)[NH:41][CH:42]=4)=[CH:34][CH:33]=3)=[CH:28][CH:27]=2)[N:25]=1)=[O:10])[C:2]1[CH:3]=[CH:4][CH:5]=[CH:6][CH:7]=1. The yield is 0.440.